From a dataset of Full USPTO retrosynthesis dataset with 1.9M reactions from patents (1976-2016). Predict the reactants needed to synthesize the given product. (1) Given the product [F:1][C:2]1[CH:7]=[C:6]([F:8])[CH:5]=[CH:4][C:3]=1[C:9]([OH:32])([CH2:26][N:27]1[CH:31]=[N:30][N:29]=[N:28]1)[C:10]([C:13]1[N:18]=[CH:17][C:16](/[CH:19]=[CH:20]/[CH2:21][OH:22])=[CH:15][CH:14]=1)([F:12])[F:11], predict the reactants needed to synthesize it. The reactants are: [F:1][C:2]1[CH:7]=[C:6]([F:8])[CH:5]=[CH:4][C:3]=1[C:9]([OH:32])([CH2:26][N:27]1[CH:31]=[N:30][N:29]=[N:28]1)[C:10]([C:13]1[N:18]=[CH:17][C:16](/[CH:19]=[CH:20]/[C:21](OCC)=[O:22])=[CH:15][CH:14]=1)([F:12])[F:11].[H-].C([Al+]CC(C)C)C(C)C.[BH4-].[Na+]. (2) Given the product [Cl:1][C:2]1[CH:10]=[C:9]2[C:5]([C:6]([C:11]([OH:32])=[O:12])=[CH:7][NH:8]2)=[CH:4][C:3]=1[C:13]1[CH:18]=[CH:17][C:16]([CH:19]2[O:24][CH2:23][C:22](=[O:25])[NH:21][CH2:20]2)=[CH:15][CH:14]=1, predict the reactants needed to synthesize it. The reactants are: [Cl:1][C:2]1[CH:10]=[C:9]2[C:5]([C:6]([CH:11]=[O:12])=[CH:7][NH:8]2)=[CH:4][C:3]=1[C:13]1[CH:18]=[CH:17][C:16]([CH:19]2[O:24][CH2:23][C:22](=[O:25])[NH:21][CH2:20]2)=[CH:15][CH:14]=1.CC(=CC)C.Cl([O-])=[O:32].[Na+].O.OP([O-])(O)=O.[Na+].S([O-])([O-])=O.[Na+].[Na+]. (3) Given the product [CH:19]1([N:7]([CH:1]2[CH2:2][CH2:3][CH2:4][CH2:5][CH2:6]2)[C:8]([NH:10][C:11]2[S:12][C:13]([S:16][CH2:34][C:35]3[NH:39][CH2:38][CH2:37][N:36]=3)=[CH:14][N:15]=2)=[O:9])[CH2:24][CH2:23][CH2:22][CH2:21][CH2:20]1, predict the reactants needed to synthesize it. The reactants are: [CH:1]1([N:7]([CH:19]2[CH2:24][CH2:23][CH2:22][CH2:21][CH2:20]2)[C:8]([NH:10][C:11]2[S:12][C:13]([S:16]C#N)=[CH:14][N:15]=2)=[O:9])[CH2:6][CH2:5][CH2:4][CH2:3][CH2:2]1.SC[C@@H]([C@@H](CS)O)O.Cl[CH2:34][C:35]1[NH:36][CH2:37][CH2:38][N:39]=1. (4) Given the product [N+:12]([C:2]1[CH:3]=[CH:4][CH:5]=[CH:6][C:1]=1[CH3:7])([O-:14])=[O:13].[N+:12]([C:4]1[CH:5]=[CH:6][C:1]([CH3:7])=[CH:2][CH:3]=1)([O-:15])=[O:13], predict the reactants needed to synthesize it. The reactants are: [C:1]1([CH3:7])[CH:6]=[CH:5][CH:4]=[CH:3][CH:2]=1.ClCCCl.[N+:12]([O-:15])([OH:14])=[O:13]. (5) Given the product [F:29][C:30]([F:37])([F:36])[S:31]([O-:34])(=[O:33])=[O:32].[F:22][C:21]([F:23])([F:24])[C:18]1[CH:17]=[CH:16][C:15]([C@H:14]2[C@H:9]([C:6]3[CH:5]=[CH:4][C:3]([C:2]([F:1])([F:27])[F:28])=[CH:8][CH:7]=3)[N:10]3[CH2:26][CH2:25][N+:13]2([CH3:30])[CH2:12][CH2:11]3)=[CH:20][CH:19]=1, predict the reactants needed to synthesize it. The reactants are: [F:1][C:2]([F:28])([F:27])[C:3]1[CH:8]=[CH:7][C:6]([C@H:9]2[C@H:14]([C:15]3[CH:20]=[CH:19][C:18]([C:21]([F:24])([F:23])[F:22])=[CH:17][CH:16]=3)[N:13]3[CH2:25][CH2:26][N:10]2[CH2:11][CH2:12]3)=[CH:5][CH:4]=1.[F:29][C:30]([F:37])([F:36])[S:31]([O:34]C)(=[O:33])=[O:32]. (6) Given the product [Cl:14][C:13]1[C:8]([C:7]2[C:6]([C:16]3[CH:21]=[CH:20][C:19]([S:22][CH3:23])=[CH:18][N:17]=3)=[C:5]([CH3:24])[N:4]=[N:3][C:2]=2[O:26][CH3:25])=[N:9][CH:10]=[C:11]([Cl:15])[CH:12]=1, predict the reactants needed to synthesize it. The reactants are: Cl[C:2]1[N:3]=[N:4][C:5]([CH3:24])=[C:6]([C:16]2[CH:21]=[CH:20][C:19]([S:22][CH3:23])=[CH:18][N:17]=2)[C:7]=1[C:8]1[C:13]([Cl:14])=[CH:12][C:11]([Cl:15])=[CH:10][N:9]=1.[CH3:25][O-:26].[Na+].CO. (7) The reactants are: [O:1]1[C:6]2[CH:7]=[CH:8][CH:9]=[CH:10][C:5]=2[NH:4][C:3](=[O:11])[CH2:2]1.[Cl:12][CH2:13][CH2:14][CH2:15][CH2:16][C:17](Cl)=[O:18]. Given the product [Cl:12][CH2:13][CH2:14][CH2:15][CH2:16][C:17]([C:9]1[CH:8]=[CH:7][C:6]2[O:1][CH2:2][C:3](=[O:11])[NH:4][C:5]=2[CH:10]=1)=[O:18], predict the reactants needed to synthesize it. (8) Given the product [CH3:1][O:2][C:3]([C@@H:5]1[C@@H:9]([C:10]2[CH:15]=[CH:14][C:13]([Cl:16])=[C:12]([Cl:17])[CH:11]=2)[CH2:8][N:7]([CH2:18][C:19]2[CH:20]=[CH:21][CH:22]=[CH:23][CH:24]=2)[CH2:6]1)=[O:4], predict the reactants needed to synthesize it. The reactants are: [CH3:1][O:2][C:3]([C@H:5]1[C@@H:9]([C:10]2[CH:15]=[CH:14][C:13]([Cl:16])=[C:12]([Cl:17])[CH:11]=2)[CH2:8][N:7]([CH2:18][C:19]2[CH:24]=[CH:23][CH:22]=[CH:21][CH:20]=2)[CH2:6]1)=[O:4].C[O-].[Na+]. (9) Given the product [CH3:1][C:2]1[CH2:3][CH:4]([CH2:8][CH2:9][CH2:10][CH2:11][CH3:12])[O:5][CH2:6][CH:7]=1.[CH3:19][C:14](=[CH2:13])[CH2:15][CH2:16][OH:17].[CH:16](=[O:17])[CH2:15][CH2:14][CH2:19][CH2:18][CH3:20], predict the reactants needed to synthesize it. The reactants are: [CH2:1]=[C:2]1[CH2:7][CH2:6][O:5][CH:4]([CH2:8][CH2:9][CH2:10][CH2:11][CH3:12])[CH2:3]1.[CH3:13][C:14]1[CH2:15][CH2:16][O:17][CH:18]([CH2:20]CCCC)[CH:19]=1.